Predict the reactants needed to synthesize the given product. From a dataset of Full USPTO retrosynthesis dataset with 1.9M reactions from patents (1976-2016). (1) Given the product [N:1]([C:4]1[C:5]2[NH:12][CH:11]=[C:10]([C@@H:13]3[N:14]([C:22]([O:24][C:25]([CH3:28])([CH3:27])[CH3:26])=[O:23])[C@@H:15]4[CH2:20][O:21][Si:35]([CH:45]([CH3:47])[CH3:46])([CH:48]([CH3:50])[CH3:49])[O:36][Si:37]([CH:41]([CH3:43])[CH3:42])([CH:38]([CH3:39])[CH3:40])[O:19][C@H:16]4[C@H:17]3[OH:18])[C:6]=2[N:7]=[CH:8][N:9]=1)=[N+:2]=[N-:3], predict the reactants needed to synthesize it. The reactants are: [N:1]([C:4]1[C:5]2[NH:12][CH:11]=[C:10]([C@H:13]3[C@H:17]([OH:18])[C@H:16]([OH:19])[C@@H:15]([CH2:20][OH:21])[N:14]3[C:22]([O:24][C:25]([CH3:28])([CH3:27])[CH3:26])=[O:23])[C:6]=2[N:7]=[CH:8][N:9]=1)=[N+:2]=[N-:3].N1C=CN=C1.Cl[Si:35]([CH:48]([CH3:50])[CH3:49])([CH:45]([CH3:47])[CH3:46])[O:36][Si:37](Cl)([CH:41]([CH3:43])[CH3:42])[CH:38]([CH3:40])[CH3:39]. (2) Given the product [OH:1][C:2]1([C:9]2[CH:10]=[N:11][C:12]([CH3:15])=[CH:13][CH:14]=2)[CH2:7][CH2:6][CH:5]([N:16]2[CH2:19][CH:18]([NH:20][C:21]([CH2:23][NH:24][C:25](=[O:36])[C:26]3[CH:31]=[CH:30][CH:29]=[C:28]([C:32]([F:35])([F:33])[F:34])[CH:27]=3)=[O:22])[CH2:17]2)[CH2:4][CH2:3]1, predict the reactants needed to synthesize it. The reactants are: [OH:1][C:2]1([C:9]2[CH:10]=[N:11][C:12]([CH3:15])=[CH:13][CH:14]=2)[CH2:7][CH2:6][C:5](=O)[CH2:4][CH2:3]1.[NH:16]1[CH2:19][CH:18]([NH:20][C:21]([CH2:23][NH:24][C:25](=[O:36])[C:26]2[CH:31]=[CH:30][CH:29]=[C:28]([C:32]([F:35])([F:34])[F:33])[CH:27]=2)=[O:22])[CH2:17]1. (3) The reactants are: Cl.C[O:3][C:4]1[CH:17]=[CH:16][C:7]([C:8]([CH:10]2[CH2:15][CH2:14][NH:13][CH2:12][CH2:11]2)=[O:9])=[CH:6][CH:5]=1.C(O)(=O)C. Given the product [OH:3][C:4]1[CH:5]=[CH:6][C:7]([C:8]([CH:10]2[CH2:15][CH2:14][NH:13][CH2:12][CH2:11]2)=[O:9])=[CH:16][CH:17]=1, predict the reactants needed to synthesize it.